From a dataset of Catalyst prediction with 721,799 reactions and 888 catalyst types from USPTO. Predict which catalyst facilitates the given reaction. Reactant: O.[OH-].[Li+].C[O:5][C:6]([C:8]1[CH:34]=[CH:33][C:11]([CH2:12][O:13][C:14]2[CH:15]=[N:16][C:17]([N:20]3[CH2:25][CH2:24][N:23]([C:26]([O:28][C:29]([CH3:32])([CH3:31])[CH3:30])=[O:27])[CH2:22][CH2:21]3)=[N:18][CH:19]=2)=[CH:10][CH:9]=1)=[O:7].Cl. Product: [C:29]([O:28][C:26]([N:23]1[CH2:24][CH2:25][N:20]([C:17]2[N:16]=[CH:15][C:14]([O:13][CH2:12][C:11]3[CH:10]=[CH:9][C:8]([C:6]([OH:7])=[O:5])=[CH:34][CH:33]=3)=[CH:19][N:18]=2)[CH2:21][CH2:22]1)=[O:27])([CH3:32])([CH3:30])[CH3:31]. The catalyst class is: 90.